This data is from Peptide-MHC class I binding affinity with 185,985 pairs from IEDB/IMGT. The task is: Regression. Given a peptide amino acid sequence and an MHC pseudo amino acid sequence, predict their binding affinity value. This is MHC class I binding data. (1) The peptide sequence is RVVDLYIGR. The MHC is HLA-A30:01 with pseudo-sequence HLA-A30:01. The binding affinity (normalized) is 0.571. (2) The peptide sequence is LLTQSNAGF. The MHC is HLA-A11:01 with pseudo-sequence HLA-A11:01. The binding affinity (normalized) is 0.0847. (3) The peptide sequence is SVDGFRASY. The MHC is HLA-A29:02 with pseudo-sequence HLA-A29:02. The binding affinity (normalized) is 0.936. (4) The peptide sequence is QLMYDIINSV. The MHC is HLA-A02:03 with pseudo-sequence HLA-A02:03. The binding affinity (normalized) is 1.00. (5) The peptide sequence is YVFAIPLPF. The MHC is HLA-B45:06 with pseudo-sequence HLA-B45:06. The binding affinity (normalized) is 0.213.